Dataset: Forward reaction prediction with 1.9M reactions from USPTO patents (1976-2016). Task: Predict the product of the given reaction. (1) The product is: [CH3:35][N:32]1[CH2:31][CH2:30][CH:29]([CH:9]2[C:18]3[CH:19]=[C:20]([S:23][CH2:24][C:25]([O:27][CH3:28])=[O:26])[CH:21]=[CH:22][C:17]=3[O:16][CH2:15][C:14]3[CH:13]=[CH:12][S:11][C:10]2=3)[CH2:34][CH2:33]1. Given the reactants FC(F)(F)C(O)=O.O[C:9]1([CH:29]2[CH2:34][CH2:33][N:32]([CH3:35])[CH2:31][CH2:30]2)[C:18]2[CH:19]=[C:20]([S:23][CH2:24][C:25]([O:27][CH3:28])=[O:26])[CH:21]=[CH:22][C:17]=2[O:16][CH2:15][C:14]2[CH:13]=[CH:12][S:11][C:10]1=2.Cl.O1CCOCC1, predict the reaction product. (2) Given the reactants [NH:1]1[C:5]2[CH2:6][CH2:7][CH2:8][C:4]=2[C:3]([C:9]([NH2:11])=[O:10])=[N:2]1.[OH-].[Na+].[CH2:14](Br)[C:15]1[CH:20]=[CH:19][CH:18]=[CH:17][CH:16]=1, predict the reaction product. The product is: [CH2:14]([N:1]1[C:5]2[CH2:6][CH2:7][CH2:8][C:4]=2[C:3]([C:9]([NH2:11])=[O:10])=[N:2]1)[C:15]1[CH:20]=[CH:19][CH:18]=[CH:17][CH:16]=1.[CH2:14]([N:2]1[CH:3]([C:9]([NH2:11])=[O:10])[C:4]2[CH2:8][CH2:7][CH2:6][C:5]=2[NH:1]1)[C:15]1[CH:20]=[CH:19][CH:18]=[CH:17][CH:16]=1. (3) Given the reactants CS(O)(=O)=O.N[C:7]1[N:12]=[C:11]([C:13]2[N:14]=[C:15]([C:26]([CH3:32])([CH3:31])[C:27]([O:29][CH3:30])=[O:28])[NH:16][C:17]=2[C:18]2[CH:23]=[CH:22][C:21]([F:24])=[CH:20][C:19]=2[F:25])[CH:10]=[CH:9][C:8]=1[N+:33]([O-:35])=[O:34].S(=O)(=O)(O)[OH:37].N([O-])=O.[Na+].P([O-])(O)(O)=O.[Na+], predict the reaction product. The product is: [F:25][C:19]1[CH:20]=[C:21]([F:24])[CH:22]=[CH:23][C:18]=1[C:17]1[NH:16][C:15]([C:26]([CH3:31])([CH3:32])[C:27]([O:29][CH3:30])=[O:28])=[N:14][C:13]=1[C:11]1[CH:10]=[CH:9][C:8]([N+:33]([O-:35])=[O:34])=[C:7]([OH:37])[N:12]=1. (4) The product is: [CH3:1][N:2]([CH2:4][C:5]1[CH:10]=[CH:9][CH:8]=[CH:7][C:6]=1[N:11]1[CH2:12][CH2:13][N:14]([C:17](=[O:47])[C@H:18]([NH:27][C:28]([C@@H:30]2[CH2:39][C:38]3[C:33](=[CH:34][CH:35]=[CH:36][CH:37]=3)[CH2:32][NH:31]2)=[O:29])[CH2:19][C:20]2[CH:25]=[CH:24][C:23]([Cl:26])=[CH:22][CH:21]=2)[CH2:15][CH2:16]1)[CH3:3]. Given the reactants [CH3:1][N:2]([CH2:4][C:5]1[CH:10]=[CH:9][CH:8]=[CH:7][C:6]=1[N:11]1[CH2:16][CH2:15][N:14]([C:17](=[O:47])[C@H:18]([NH:27][C:28]([C@@H:30]2[CH2:39][C:38]3[C:33](=[CH:34][CH:35]=[CH:36][CH:37]=3)[CH2:32][N:31]2C(OC(C)(C)C)=O)=[O:29])[CH2:19][C:20]2[CH:25]=[CH:24][C:23]([Cl:26])=[CH:22][CH:21]=2)[CH2:13][CH2:12]1)[CH3:3].Cl, predict the reaction product. (5) Given the reactants [F:1][C:2]([F:19])([F:18])[C:3]1[N:4]=[C:5]([C:8]2[C:9]3[CH2:17][CH2:16][CH2:15][CH2:14][C:10]=3[S:11][C:12]=2[NH2:13])[S:6][CH:7]=1.[C:20]12[C:29](=[O:30])[O:28][C:26](=[O:27])[C:21]=1[CH2:22][CH2:23][CH2:24][CH2:25]2, predict the reaction product. The product is: [F:19][C:2]([F:18])([F:1])[C:3]1[N:4]=[C:5]([C:8]2[C:9]3[CH2:17][CH2:16][CH2:15][CH2:14][C:10]=3[S:11][C:12]=2[NH:13][C:29]([C:20]2[CH2:25][CH2:24][CH2:23][CH2:22][C:21]=2[C:26]([OH:28])=[O:27])=[O:30])[S:6][CH:7]=1. (6) Given the reactants [CH3:1][N:2]([CH3:15])[CH2:3][C:4]#[C:5][C:6]1[CH:7]=[C:8]2[CH:14]=[CH:13][NH:12][C:9]2=[N:10][CH:11]=1.[Al+3].[Cl-].[Cl-].[Cl-].[F:20][C:21]1[C:26]([F:27])=[CH:25][CH:24]=[CH:23][C:22]=1[CH2:28][C:29](Cl)=[O:30], predict the reaction product. The product is: [F:20][C:21]1[C:26]([F:27])=[CH:25][CH:24]=[CH:23][C:22]=1[CH2:28][C:29]([C:14]1[C:8]2[C:9](=[N:10][CH:11]=[C:6]([C:5]#[C:4][CH2:3][N:2]([CH3:1])[CH3:15])[CH:7]=2)[NH:12][CH:13]=1)=[O:30].